Dataset: Catalyst prediction with 721,799 reactions and 888 catalyst types from USPTO. Task: Predict which catalyst facilitates the given reaction. Reactant: [F:1][C:2]1[CH:3]=[C:4]([C:8]2[N:13]=[C:12]([CH3:14])[C:11]([C:15]([OH:17])=O)=[CH:10][N:9]=2)[CH:5]=[CH:6][CH:7]=1.CN(C(SC1[N+]([O-])=CC=CC=1)=[N+](C)C)C.F[P-](F)(F)(F)(F)F.CCN(C(C)C)C(C)C.[CH3:49][C:50]1[N:51]([NH2:60])[C:52]2[C:57]([C:58]=1[CH3:59])=[CH:56][CH:55]=[CH:54][CH:53]=2. Product: [CH3:49][C:50]1[N:51]([NH:60][C:15]([C:11]2[C:12]([CH3:14])=[N:13][C:8]([C:4]3[CH:5]=[CH:6][CH:7]=[C:2]([F:1])[CH:3]=3)=[N:9][CH:10]=2)=[O:17])[C:52]2[C:57]([C:58]=1[CH3:59])=[CH:56][CH:55]=[CH:54][CH:53]=2. The catalyst class is: 303.